Dataset: KCNQ2 potassium channel screen with 302,405 compounds. Task: Binary Classification. Given a drug SMILES string, predict its activity (active/inactive) in a high-throughput screening assay against a specified biological target. (1) The molecule is O(c1ccc(cc1)C(=O)Nc1cccnc1)c1ccccc1. The result is 1 (active). (2) The drug is O=C(NC(CNC(=O)CC(C)(C)C)C)CC(C)(C)C. The result is 0 (inactive). (3) The molecule is Brc1c(c2n(N\C=C3/N=CC=C3)c(/sc2)=N/C)cccc1. The result is 0 (inactive). (4) The drug is O1CCN(CCn2c(=O)c3n4CCCN(c4nc3n(c2=O)C)c2cc(cc(c2)C)C)CC1. The result is 0 (inactive). (5) The molecule is S(c1c(OCc2onc(C(=O)N(CCn3nccc3)CC)c2)cccc1)C. The result is 0 (inactive). (6) The compound is O=C(NC(c1ccccc1)C)Cn1nc(c2c(c1=O)cccc2)C. The result is 0 (inactive). (7) The molecule is S=C(Nc1ccc(C(C)(C)C)cc1)NC(OCC)=O. The result is 1 (active).